Task: Predict the product of the given reaction.. Dataset: Forward reaction prediction with 1.9M reactions from USPTO patents (1976-2016) Given the reactants [NH2:1][C:2]([C:4]1[NH:8][C:7]([C:9]([OH:11])=O)=[C:6]([CH3:12])[C:5]=1[S:13]([C:16]1[CH:21]=[C:20]([CH3:22])[CH:19]=[C:18]([CH3:23])[CH:17]=1)(=[O:15])=[O:14])=[O:3].ON1C2C=CC=CC=2N=N1.Cl.CN(C)CCCN=C=NCC.[CH3:46][NH:47][CH2:48][C:49]1[CH:50]=[C:51]2[C:56](=[CH:57][CH:58]=1)[N:55]=[CH:54][CH:53]=[CH:52]2, predict the reaction product. The product is: [CH3:22][C:20]1[CH:21]=[C:16]([S:13]([C:5]2[C:6]([CH3:12])=[C:7]([C:9]([N:47]([CH3:46])[CH2:48][C:49]3[CH:50]=[C:51]4[C:56](=[CH:57][CH:58]=3)[N:55]=[CH:54][CH:53]=[CH:52]4)=[O:11])[NH:8][C:4]=2[C:2]([NH2:1])=[O:3])(=[O:15])=[O:14])[CH:17]=[C:18]([CH3:23])[CH:19]=1.